From a dataset of Full USPTO retrosynthesis dataset with 1.9M reactions from patents (1976-2016). Predict the reactants needed to synthesize the given product. (1) Given the product [CH:51]1([N:16]([CH2:15][CH2:14][OH:13])[CH2:17][CH2:18][CH2:19][O:20][C:21]2[CH:30]=[C:29]3[C:24]([C:25]([NH:31][C:32]4[CH:36]=[C:35]([CH2:37][C:38]([NH:40][C:41]5[CH:46]=[CH:45][CH:44]=[C:43]([F:47])[C:42]=5[F:48])=[O:39])[NH:34][N:33]=4)=[N:26][CH:27]=[N:28]3)=[CH:23][C:22]=2[O:49][CH3:50])[CH2:55][CH2:54][CH2:53][CH2:52]1, predict the reactants needed to synthesize it. The reactants are: P([O:13][CH2:14][CH2:15][N:16]([CH:51]1[CH2:55][CH2:54][CH2:53][CH2:52]1)[CH2:17][CH2:18][CH2:19][O:20][C:21]1[CH:30]=[C:29]2[C:24]([C:25]([NH:31][C:32]3[CH:36]=[C:35]([CH2:37][C:38]([NH:40][C:41]4[CH:46]=[CH:45][CH:44]=[C:43]([F:47])[C:42]=4[F:48])=[O:39])[NH:34][N:33]=3)=[N:26][CH:27]=[N:28]2)=[CH:23][C:22]=1[O:49][CH3:50])(OC(C)(C)C)(OC(C)(C)C)=O.C1(NCCO)CCCC1. (2) The reactants are: [O:1]1[C:3]2([CH2:8][CH2:7][O:6][CH2:5][CH2:4]2)[CH:2]1[C:9]#[N:10].N1C=CC=CC=1.[FH:17].C(OCC)(=O)C. Given the product [F:17][C:3]1([CH:2]([OH:1])[C:9]#[N:10])[CH2:8][CH2:7][O:6][CH2:5][CH2:4]1, predict the reactants needed to synthesize it. (3) Given the product [C:1]([C:5]1[CH:9]=[C:8]([NH:10][C:11]([NH:13][C:14]2[CH:19]=[CH:18][CH:17]=[CH:16][C:15]=2[F:21])=[O:12])[N:7]([C:22]2[CH:23]=[CH:24][C:25]([CH2:28][C:29]([OH:31])=[O:30])=[CH:26][CH:27]=2)[N:6]=1)([CH3:4])([CH3:2])[CH3:3], predict the reactants needed to synthesize it. The reactants are: [C:1]([C:5]1[CH:9]=[C:8]([NH:10][C:11]([NH:13][C:14]2[CH:19]=[CH:18][CH:17]=[C:16](F)[C:15]=2[F:21])=[O:12])[N:7]([C:22]2[CH:27]=[CH:26][C:25]([CH2:28][C:29]([O:31]CC)=[O:30])=[CH:24][CH:23]=2)[N:6]=1)([CH3:4])([CH3:3])[CH3:2].[Li+].[OH-]. (4) Given the product [F:1][C:2]1[CH:7]=[CH:6][C:5]([O:8][C:25]2[C:24]([C:22]([NH:21][C:17]3[CH:18]=[CH:19][CH:20]=[C:15]([S:11](=[O:13])(=[O:14])[NH2:12])[CH:16]=3)=[O:23])=[CH:33][C:32]3[C:27](=[CH:28][CH:29]=[CH:30][CH:31]=3)[N:26]=2)=[C:4]([O:9][CH3:10])[CH:3]=1, predict the reactants needed to synthesize it. The reactants are: [F:1][C:2]1[CH:7]=[CH:6][C:5]([OH:8])=[C:4]([O:9][CH3:10])[CH:3]=1.[S:11]([C:15]1[CH:16]=[C:17]([NH:21][C:22]([C:24]2[C:25](ON3C4=NC=CC=C4N=N3)=[N:26][C:27]3[C:32]([CH:33]=2)=[CH:31][CH:30]=[CH:29][CH:28]=3)=[O:23])[CH:18]=[CH:19][CH:20]=1)(=[O:14])(=[O:13])[NH2:12].C([O-])([O-])=O.[K+].[K+]. (5) The reactants are: [Na].Cl[C:3]1[C:8]([O:9][CH:10]([CH3:12])[CH3:11])=[CH:7][CH:6]=[CH:5][N:4]=1.[CH3:13][OH:14]. Given the product [CH:10]([O:9][C:8]1[C:3]([O:14][CH3:13])=[N:4][CH:5]=[CH:6][CH:7]=1)([CH3:12])[CH3:11], predict the reactants needed to synthesize it. (6) Given the product [C:13]([O:17][C:18]([N:20]1[CH2:24][CH2:23][CH2:22][C@H:21]1[C:25]1[O:8][N:7]=[C:5]([C:4]2[CH:3]=[C:2]([F:1])[CH:11]=[C:10]([F:12])[CH:9]=2)[N:6]=1)=[O:19])([CH3:16])([CH3:14])[CH3:15], predict the reactants needed to synthesize it. The reactants are: [F:1][C:2]1[CH:3]=[C:4]([CH:9]=[C:10]([F:12])[CH:11]=1)[C:5]([NH:7][OH:8])=[NH:6].[C:13]([O:17][C:18]([N:20]1[CH2:24][CH2:23][CH2:22][C@H:21]1[C:25](O)=O)=[O:19])([CH3:16])([CH3:15])[CH3:14].ON1C2C=CC=CC=2N=N1.C(N=C=NC(C)C)(C)C. (7) Given the product [I:1][C:2]1[C:10]2[C:5](=[CH:6][CH:7]=[C:8]([O:11][C:12]([F:14])([F:13])[F:15])[CH:9]=2)[N:4]([CH3:16])[N:3]=1, predict the reactants needed to synthesize it. The reactants are: [I:1][C:2]1[C:10]2[C:5](=[CH:6][CH:7]=[C:8]([O:11][C:12]([F:15])([F:14])[F:13])[CH:9]=2)[NH:4][N:3]=1.[CH3:16]C([O-])(C)C.[K+].CI. (8) Given the product [CH3:34][N:2]([CH3:1])[C:3]1[C:12]([CH2:13][CH2:14][C:15]2[N:20]=[C:19]([N:21]([CH3:28])[CH:22]3[CH2:27][CH2:26][O:25][CH2:24][CH2:23]3)[CH:18]=[C:17]([N:29]3[CH2:30][CH2:31][CH2:32][CH2:33]3)[N:16]=2)=[N:11][C:10]2[C:5](=[CH:6][CH:7]=[CH:8][CH:9]=2)[N:4]=1.[CH3:34][N:2]([CH3:1])[C:3]1[C:12](/[CH:13]=[CH:14]/[C:15]2[N:20]=[C:19]([N:21]([CH3:28])[CH:22]3[CH2:27][CH2:26][O:25][CH2:24][CH2:23]3)[CH:18]=[C:17]([N:29]3[CH2:30][CH2:31][CH2:32][CH2:33]3)[N:16]=2)=[N:11][C:10]2[C:5](=[CH:6][CH:7]=[CH:8][CH:9]=2)[N:4]=1, predict the reactants needed to synthesize it. The reactants are: [CH3:1][N:2]([CH3:34])[C:3]1[C:12](/[CH:13]=[CH:14]/[C:15]2[N:20]=[C:19]([N:21]([CH3:28])[CH:22]3[CH2:27][CH2:26][O:25][CH2:24][CH2:23]3)[CH:18]=[C:17]([N:29]3[CH2:33][CH2:32][CH2:31][CH2:30]3)[N:16]=2)=[N:11][C:10]2[C:5](=[CH:6][CH:7]=[CH:8][CH:9]=2)[N:4]=1. (9) Given the product [Cl:1][C:2]1[CH:18]=[CH:17][C:16]([Cl:19])=[CH:15][C:3]=1[O:4][CH2:5][C:6]1[CH:11]=[CH:10][N:9]=[C:8]([C:12]([NH:26][C:24]2[S:23][N:22]=[C:21]([CH3:20])[N:25]=2)=[O:14])[CH:7]=1, predict the reactants needed to synthesize it. The reactants are: [Cl:1][C:2]1[CH:18]=[CH:17][C:16]([Cl:19])=[CH:15][C:3]=1[O:4][CH2:5][C:6]1[CH:11]=[CH:10][N:9]=[C:8]([C:12]([OH:14])=O)[CH:7]=1.[CH3:20][C:21]1[N:25]=[C:24]([NH2:26])[S:23][N:22]=1.